Dataset: Reaction yield outcomes from USPTO patents with 853,638 reactions. Task: Predict the reaction yield, written as a fraction of the theoretical maximum amount of product (1.0 means a 100% yield; for example, 0.34 means a 34% yield). (1) No catalyst specified. The product is [CH3:7][N:6]1[C:2]([N:14]2[C:15](=[O:18])[CH2:16][CH2:17][O:11][CH2:12][CH2:13]2)=[C:3]([N+:8]([O-:10])=[O:9])[CH:4]=[N:5]1. The reactants are Br[C:2]1[N:6]([CH3:7])[N:5]=[CH:4][C:3]=1[N+:8]([O-:10])=[O:9].[O:11]1[CH2:17][CH2:16][C:15](=[O:18])[NH:14][CH2:13][CH2:12]1. The yield is 0.130. (2) The reactants are [Cl:1][C:2]1[CH:35]=[CH:34][C:5]([C:6]([N:8]2[CH2:13][CH2:12][N:11]([CH:14]3[CH2:18][N:17]([C:19]4[CH:24]=[CH:23][C:22]([Cl:25])=[CH:21][C:20]=4[NH:26][C:27]([NH2:29])=[O:28])[CH2:16][CH:15]3[O:30]C(=O)C)[CH2:10][CH2:9]2)=[O:7])=[CH:4][CH:3]=1.C([O-])([O-])=O.[K+].[K+]. The catalyst is CO. The product is [Cl:25][C:22]1[CH:23]=[CH:24][C:19]([N:17]2[CH2:16][CH:15]([OH:30])[CH:14]([N:11]3[CH2:12][CH2:13][N:8]([C:6](=[O:7])[C:5]4[CH:34]=[CH:35][C:2]([Cl:1])=[CH:3][CH:4]=4)[CH2:9][CH2:10]3)[CH2:18]2)=[C:20]([NH:26][C:27]([NH2:29])=[O:28])[CH:21]=1. The yield is 0.500.